The task is: Predict which catalyst facilitates the given reaction.. This data is from Catalyst prediction with 721,799 reactions and 888 catalyst types from USPTO. Reactant: [F:1][C:2]1[CH:7]=[CH:6][CH:5]=[CH:4][C:3]=1[O:8][CH3:9].C([Li])CCC.CN(CCN(CCN(C)C)C)C.[C:27]([O:31][C:32]([N:34]1[CH2:39][CH2:38][CH:37]([C:40](=[O:45])N(OC)C)[CH2:36][CH2:35]1)=[O:33])([CH3:30])([CH3:29])[CH3:28]. Product: [C:27]([O:31][C:32]([N:34]1[CH2:39][CH2:38][CH:37]([C:40](=[O:45])[C:7]2[CH:6]=[CH:5][CH:4]=[C:3]([O:8][CH3:9])[C:2]=2[F:1])[CH2:36][CH2:35]1)=[O:33])([CH3:30])([CH3:29])[CH3:28]. The catalyst class is: 56.